Predict which catalyst facilitates the given reaction. From a dataset of Catalyst prediction with 721,799 reactions and 888 catalyst types from USPTO. (1) Reactant: S(C1C=CC([N+]([O-])=O)=CC=1)(O[CH2:5][C@H:6]1[O:8][CH2:7]1)(=O)=O.C(=O)([O-])[O-].[Cs+].[Cs+].[C:24]12([CH2:34][NH:35][C:36](=[O:45])[C:37]3[C:42]([Br:43])=[CH:41][N:40]=[C:39]([OH:44])[CH:38]=3)[CH2:33][CH:28]3[CH2:29][CH:30]([CH2:32][CH:26]([CH2:27]3)[CH2:25]1)[CH2:31]2. Product: [C:24]12([CH2:34][NH:35][C:36](=[O:45])[C:37]3[C:42]([Br:43])=[CH:41][N:40]=[C:39]([O:44][CH2:5][C@@H:6]4[CH2:7][O:8]4)[CH:38]=3)[CH2:31][CH:30]3[CH2:32][CH:26]([CH2:27][CH:28]([CH2:29]3)[CH2:33]1)[CH2:25]2. The catalyst class is: 35. (2) Product: [OH:1][C:2]1[C:3]2[CH:4]=[C:5](/[CH:15]=[CH:16]/[C:17]([N:21]([CH3:20])[CH2:22][C:23]3[O:24][C:25]4[CH:32]=[CH:31][CH:30]=[CH:29][C:26]=4[C:27]=3[CH3:28])=[O:19])[CH:6]=[N:7][C:8]=2[NH:9][C:10](=[O:14])[C:11]=1[CH:12]([CH3:13])[CH3:33]. Reactant: [OH:1][C:2]1[C:3]2[CH:4]=[C:5](/[CH:15]=[CH:16]/[C:17]([OH:19])=O)[CH:6]=[N:7][C:8]=2[NH:9][C:10](=[O:14])[C:11]=1[CH2:12][CH3:13].[CH3:20][NH:21][CH2:22][C:23]1[O:24][C:25]2[CH:32]=[CH:31][CH:30]=[CH:29][C:26]=2[C:27]=1[CH3:28].[CH3:33]CN=C=NCCCN(C)C.C1C=CC2N(O)N=NC=2C=1.CCN(C(C)C)C(C)C.Cl. The catalyst class is: 18. (3) Reactant: [Cl:1][C:2]1[C:11]2[O:10][C:9]([CH3:13])([CH3:12])[CH:8]=[CH:7][C:6]=2[C:5]([C:14](OC)=[O:15])=[CH:4][CH:3]=1. Product: [Cl:1][C:2]1[CH:3]=[CH:4][C:5]([CH2:14][OH:15])=[C:6]2[C:11]=1[O:10][C:9]([CH3:12])([CH3:13])[CH:8]=[CH:7]2. The catalyst class is: 27. (4) Reactant: [NH2:1][C:2]1[N:7]=[C:6]([C:8]2[O:9][CH:10]=[CH:11][CH:12]=2)[C:5]([C:13]2[CH:14]=[CH:15][C:16](=[O:19])[NH:17][CH:18]=2)=[CH:4][N:3]=1.C(=O)([O-])[O-].[K+].[K+].[CH2:26](I)[CH2:27][CH3:28]. Product: [NH2:1][C:2]1[N:7]=[C:6]([C:8]2[O:9][CH:10]=[CH:11][CH:12]=2)[C:5]([C:13]2[CH:14]=[CH:15][C:16](=[O:19])[N:17]([CH2:26][CH2:27][CH3:28])[CH:18]=2)=[CH:4][N:3]=1. The catalyst class is: 5. (5) Reactant: [CH3:1][C:2]1[N:6]=[C:5]([CH3:7])[S:4][C:3]=1/[CH:8]=[CH:9]/[C:10](N(C)C)=O.[CH3:15][O:16][C:17]1[CH:18]=[CH:19][C:20]([CH3:27])=[C:21]([NH:23][C:24]([NH2:26])=[NH:25])[CH:22]=1. Product: [CH3:7][C:5]1[S:4][C:3]([C:8]2[CH:9]=[CH:10][N:26]=[C:24]([NH:23][C:21]3[CH:22]=[C:17]([O:16][CH3:15])[CH:18]=[CH:19][C:20]=3[CH3:27])[N:25]=2)=[C:2]([CH3:1])[N:6]=1. The catalyst class is: 23. (6) Reactant: [H-].C([Al+]CC(C)C)C(C)C.[Li+].[H-].[Cl:13][CH:14]=[C:15]1[CH:21]=[CH:20][C:19]2[CH:22]=[C:23]([C:26](OC)=[O:27])[CH:24]=[CH:25][C:18]=2[O:17][CH2:16]1. Product: [Cl:13][CH:14]=[C:15]1[CH:21]=[CH:20][C:19]2[CH:22]=[C:23]([CH2:26][OH:27])[CH:24]=[CH:25][C:18]=2[O:17][CH2:16]1. The catalyst class is: 4.